This data is from NCI-60 drug combinations with 297,098 pairs across 59 cell lines. The task is: Regression. Given two drug SMILES strings and cell line genomic features, predict the synergy score measuring deviation from expected non-interaction effect. (1) Drug 1: CC1OCC2C(O1)C(C(C(O2)OC3C4COC(=O)C4C(C5=CC6=C(C=C35)OCO6)C7=CC(=C(C(=C7)OC)O)OC)O)O. Drug 2: CC1C(C(CC(O1)OC2CC(OC(C2O)C)OC3=CC4=CC5=C(C(=O)C(C(C5)C(C(=O)C(C(C)O)O)OC)OC6CC(C(C(O6)C)O)OC7CC(C(C(O7)C)O)OC8CC(C(C(O8)C)O)(C)O)C(=C4C(=C3C)O)O)O)O. Cell line: A498. Synergy scores: CSS=32.3, Synergy_ZIP=4.46, Synergy_Bliss=3.72, Synergy_Loewe=3.32, Synergy_HSA=4.48. (2) Drug 1: CCN(CC)CCNC(=O)C1=C(NC(=C1C)C=C2C3=C(C=CC(=C3)F)NC2=O)C. Drug 2: CC1C(C(CC(O1)OC2CC(CC3=C2C(=C4C(=C3O)C(=O)C5=C(C4=O)C(=CC=C5)OC)O)(C(=O)CO)O)N)O.Cl. Cell line: HCC-2998. Synergy scores: CSS=30.3, Synergy_ZIP=-3.68, Synergy_Bliss=-0.986, Synergy_Loewe=-6.49, Synergy_HSA=-0.697. (3) Synergy scores: CSS=13.5, Synergy_ZIP=-2.45, Synergy_Bliss=-1.05, Synergy_Loewe=1.20, Synergy_HSA=0.984. Cell line: SF-295. Drug 2: CC12CCC(CC1=CCC3C2CCC4(C3CC=C4C5=CN=CC=C5)C)O. Drug 1: CNC(=O)C1=CC=CC=C1SC2=CC3=C(C=C2)C(=NN3)C=CC4=CC=CC=N4. (4) Drug 2: B(C(CC(C)C)NC(=O)C(CC1=CC=CC=C1)NC(=O)C2=NC=CN=C2)(O)O. Synergy scores: CSS=2.97, Synergy_ZIP=-3.02, Synergy_Bliss=-5.88, Synergy_Loewe=1.88, Synergy_HSA=-5.14. Drug 1: C1CCC(C1)C(CC#N)N2C=C(C=N2)C3=C4C=CNC4=NC=N3. Cell line: U251.